Task: Predict the reactants needed to synthesize the given product.. Dataset: Full USPTO retrosynthesis dataset with 1.9M reactions from patents (1976-2016) (1) Given the product [N:1]([CH2:4][C@H:5]1[CH2:10][NH:9][C:8]2[CH:11]=[CH:12][CH:13]=[C:14]([C:18]3[CH:19]=[CH:20][C:21]([O:23][CH3:24])=[CH:22][C:17]=3[Cl:16])[C:7]=2[O:6]1)=[N+:2]=[N-:3], predict the reactants needed to synthesize it. The reactants are: [N:1]([CH2:4][C@@H:5]1[CH2:10][NH:9][C:8]2[CH:11]=[CH:12][CH:13]=[C:14](Br)[C:7]=2[O:6]1)=[N+:2]=[N-:3].[Cl:16][C:17]1[CH:22]=[C:21]([O:23][CH3:24])[CH:20]=[CH:19][C:18]=1B(O)O. (2) Given the product [Cl:21][CH2:2][C:3]1[CH:8]=[CH:7][C:6]([CH2:9][CH2:10][C:11]2[N:12]=[C:13]([NH:16][C:17](=[O:19])[CH3:18])[S:14][CH:15]=2)=[CH:5][CH:4]=1, predict the reactants needed to synthesize it. The reactants are: O[CH2:2][C:3]1[CH:8]=[CH:7][C:6]([CH2:9][CH2:10][C:11]2[N:12]=[C:13]([NH:16][C:17](=[O:19])[CH3:18])[S:14][CH:15]=2)=[CH:5][CH:4]=1.C(Cl)(Cl)(Cl)[Cl:21].C1(P(C2C=CC=CC=2)C2C=CC=CC=2)C=CC=CC=1. (3) Given the product [CH2:13]([O:15][C:16]([C:18]1[N:22]([CH2:23][C:24]2[CH:29]=[C:28]([C:30]([F:33])([F:32])[F:31])[CH:27]=[C:26]([C:34]([F:37])([F:35])[F:36])[CH:25]=2)[C:21]2[C:38]([N:1]3[CH2:5][CH2:4][CH2:3][C:2]3=[O:6])=[CH:39][S:40][C:20]=2[CH:19]=1)=[O:17])[CH3:14], predict the reactants needed to synthesize it. The reactants are: [NH:1]1[CH2:5][CH2:4][CH2:3][C:2]1=[O:6].CNCCNC.[CH2:13]([O:15][C:16]([C:18]1[N:22]([CH2:23][C:24]2[CH:29]=[C:28]([C:30]([F:33])([F:32])[F:31])[CH:27]=[C:26]([C:34]([F:37])([F:36])[F:35])[CH:25]=2)[C:21]2[C:38](Br)=[CH:39][S:40][C:20]=2[CH:19]=1)=[O:17])[CH3:14].[O-]P([O-])([O-])=O.[K+].[K+].[K+].